From a dataset of Catalyst prediction with 721,799 reactions and 888 catalyst types from USPTO. Predict which catalyst facilitates the given reaction. (1) Reactant: [CH:1](=O)[C:2]1[O:6][CH:5]=[CH:4][CH:3]=1.Br[CH2:9][C:10]1[CH:19]=[CH:18][C:17]2[C:12](=[CH:13][CH:14]=[CH:15][CH:16]=2)[CH:11]=1.C1([SiH2]C2C=CC=CC=2)C=CC=CC=1.CCN(C(C)C)C(C)C. Product: [O:6]1[CH:5]=[CH:4][CH:3]=[C:2]1[CH:1]=[CH:9][C:10]1[CH:19]=[CH:18][C:17]2[C:12](=[CH:13][CH:14]=[CH:15][CH:16]=2)[CH:11]=1. The catalyst class is: 11. (2) Product: [NH2:1][C:2]1[C:3]([O:21][CH2:24][C:23]#[CH:22])=[C:4]([Cl:20])[CH:5]=[C:6]([F:19])[C:7]=1[N:8]1[C:12](=[O:13])[CH:11]2[CH2:14][CH2:15][CH:16]=[CH:17][CH:10]2[C:9]1=[O:18]. Reactant: [NH2:1][C:2]1[C:7]([N:8]2[C:12](=[O:13])[CH:11]3[CH2:14][CH2:15][CH:16]=[CH:17][CH:10]3[C:9]2=[O:18])=[C:6]([F:19])[CH:5]=[C:4]([Cl:20])[C:3]=1[OH:21].[CH2:22](Br)[C:23]#[CH:24].C(=O)([O-])[O-].[K+].[K+]. The catalyst class is: 10. (3) Product: [CH2:1]([N:8]1[C:20]2[CH:19]=[C:18]3[C:13]([CH:14]=[CH:15][N:16]=[C:17]3[N:39]3[CH2:38][CH2:37][N:36]([C:34]([O:33][C:29]([CH3:32])([CH3:31])[CH3:30])=[O:35])[CH2:41][CH2:40]3)=[CH:12][C:11]=2[CH2:10][CH2:9]1)[C:2]1[CH:7]=[CH:6][CH:5]=[CH:4][CH:3]=1. Reactant: [CH2:1]([N:8]1[C:20]2[CH:19]=[C:18]3[C:13]([CH:14]=[CH:15][N:16]=[C:17]3OS(C(F)(F)F)(=O)=O)=[CH:12][C:11]=2[CH2:10][CH2:9]1)[C:2]1[CH:7]=[CH:6][CH:5]=[CH:4][CH:3]=1.[C:29]([O:33][C:34]([N:36]1[CH2:41][CH2:40][NH:39][CH2:38][CH2:37]1)=[O:35])([CH3:32])([CH3:31])[CH3:30]. The catalyst class is: 3. (4) Reactant: [Cl:1][C:2]1[N:3]=[C:4]([N:14]2[CH2:19][CH2:18][O:17][CH2:16][CH2:15]2)[C:5]2[S:10][C:9]([CH2:11][NH:12][CH3:13])=[CH:8][C:6]=2[N:7]=1.C(N(CC)CC)C.[C:27](Cl)(=[O:29])[CH3:28]. Product: [Cl:1][C:2]1[N:3]=[C:4]([N:14]2[CH2:19][CH2:18][O:17][CH2:16][CH2:15]2)[C:5]2[S:10][C:9]([CH2:11][N:12]([CH3:13])[C:27](=[O:29])[CH3:28])=[CH:8][C:6]=2[N:7]=1. The catalyst class is: 7. (5) Reactant: [C:1](N1C=CN=C1)(N1C=CN=C1)=[O:2].C(Cl)Cl.[NH2:16][C:17]1[S:29][C:28]2[CH2:27][C@@H:26]3[C@H:21]([CH2:22][C@@H:23]([C:31]([N:33]([CH2:42][CH2:43][CH3:44])[C:34]([NH:36][CH2:37][CH2:38][N:39]([CH3:41])[CH3:40])=[O:35])=[O:32])[CH2:24][N:25]3[CH3:30])[CH2:20][C:19]=2[C:18]=1[C:45]#[N:46].[CH3:47][OH:48]. Product: [C:45]([C:18]1[C:19]2[CH2:20][C@@H:21]3[C@@H:26]([CH2:27][C:28]=2[S:29][C:17]=1[NH:16][C:1](=[O:2])[O:48][CH3:47])[N:25]([CH3:30])[CH2:24][C@H:23]([C:31]([N:33]([C:34](=[O:35])[NH:36][CH2:37][CH2:38][N:39]([CH3:41])[CH3:40])[CH2:42][CH2:43][CH3:44])=[O:32])[CH2:22]3)#[N:46]. The catalyst class is: 277. (6) Reactant: [CH2:1]([O:3][C:4](=[O:19])/[CH:5]=[C:6](/[O:8][C:9]1[CH:14]=[CH:13][CH:12]=[C:11]([C:15]([F:18])([F:17])[F:16])[CH:10]=1)\[CH3:7])[CH3:2].[Br:20]N1C(=O)CCC1=O.C(OOC(=O)C1C=CC=CC=1)(=O)C1C=CC=CC=1. Product: [CH2:1]([O:3][C:4](=[O:19])/[CH:5]=[C:6](/[O:8][C:9]1[CH:14]=[CH:13][CH:12]=[C:11]([C:15]([F:16])([F:18])[F:17])[CH:10]=1)\[CH2:7][Br:20])[CH3:2]. The catalyst class is: 53. (7) Reactant: [F-].[CH2:2]([N+](CCCC)(CCCC)CCCC)CCC.[Cl:19][C:20]1[CH:41]=[C:40]([C:42]([NH:44][CH2:45][C:46]2[CH:51]=[CH:50][CH:49]=[C:48]([O:52][Si](C(C)(C)C)(C)C)[CH:47]=2)=[O:43])[CH:39]=[C:38]([CH3:60])[C:21]=1[C:22]([NH:24][C@H:25]([C:35]([OH:37])=[O:36])[CH2:26][NH:27][C:28]([C:30]1[S:31][CH:32]=[CH:33][CH:34]=1)=[O:29])=[O:23]. Product: [Cl:19][C:20]1[CH:41]=[C:40]([C:42]([NH:44][CH2:45][C:46]2[CH:51]=[CH:50][CH:49]=[C:48]([OH:52])[CH:47]=2)=[O:43])[CH:39]=[C:38]([CH3:60])[C:21]=1[C:22]([NH:24][C@H:25]([C:35]([O:37][CH3:2])=[O:36])[CH2:26][NH:27][C:28]([C:30]1[S:31][CH:32]=[CH:33][CH:34]=1)=[O:29])=[O:23]. The catalyst class is: 54. (8) Reactant: [CH3:1][O:2][C:3]([CH:5]1[CH2:10][CH2:9][CH:8]([C:11]2[CH:16]=[CH:15][CH:14]=[CH:13][CH:12]=2)[CH2:7][CH2:6]1)=[O:4].[N+]([O-])([O-])=O.[Tl+3].[N+]([O-])([O-])=O.[N+]([O-])([O-])=O.[Br:30]Br.[OH-].[Na+]. Product: [CH3:1][O:2][C:3]([CH:5]1[CH2:6][CH2:7][CH:8]([C:11]2[CH:16]=[CH:15][C:14]([Br:30])=[CH:13][CH:12]=2)[CH2:9][CH2:10]1)=[O:4]. The catalyst class is: 22.